This data is from Peptide-MHC class I binding affinity with 185,985 pairs from IEDB/IMGT. The task is: Regression. Given a peptide amino acid sequence and an MHC pseudo amino acid sequence, predict their binding affinity value. This is MHC class I binding data. The peptide sequence is KQIVIINPM. The MHC is HLA-B18:01 with pseudo-sequence HLA-B18:01. The binding affinity (normalized) is 0.213.